This data is from Reaction yield outcomes from USPTO patents with 853,638 reactions. The task is: Predict the reaction yield, written as a fraction of the theoretical maximum amount of product (1.0 means a 100% yield; for example, 0.34 means a 34% yield). (1) The reactants are [F:1][C:2]([F:7])([F:6])[C:3]([OH:5])=[O:4].C1(C2C=C(C3CCNCC3)C=CC=2NC(C2NC=C(C#N)N=2)=O)CCCCC=1.BrCC(OC(C)(C)C)=O.CCN(CC)CC.C([O:56][C:57](=[O:87])[CH2:58][N:59]1[CH2:64][CH2:63][CH:62]([C:65]2[CH:70]=[CH:69][C:68]([NH:71][C:72]([C:74]3[NH:75][CH:76]=[C:77]([C:79]#[N:80])[N:78]=3)=[O:73])=[C:67]([C:81]3[CH2:86][CH2:85][CH2:84][CH2:83][CH:82]=3)[CH:66]=2)[CH2:61][CH2:60]1)(C)(C)C. The catalyst is C(Cl)Cl. The product is [F:1][C:2]([F:7])([F:6])[C:3]([OH:5])=[O:4].[C:79]([C:77]1[N:78]=[C:74]([C:72]([NH:71][C:68]2[CH:69]=[CH:70][C:65]([CH:62]3[CH2:61][CH2:60][N:59]([CH2:58][C:57]([OH:87])=[O:56])[CH2:64][CH2:63]3)=[CH:66][C:67]=2[C:81]2[CH2:86][CH2:85][CH2:84][CH2:83][CH:82]=2)=[O:73])[NH:75][CH:76]=1)#[N:80]. The yield is 0.400. (2) The reactants are [NH2:1][C:2]1[N:10]=[CH:9][N:8]=[C:7]2[C:3]=1[N:4]=[CH:5][N:6]2[C@H:11]1[C@H:18]2[C@H:14]([O:15][C:16]([CH3:20])([CH3:19])[O:17]2)[C@@H:13]([CH2:21][NH:22][CH2:23][CH2:24][C@H:25]([NH:33][C:34](=[O:43])[O:35][CH2:36][C:37]2[CH:42]=[CH:41][CH:40]=[CH:39][CH:38]=2)[C:26]([O:28][C:29]([CH3:32])([CH3:31])[CH3:30])=[O:27])[O:12]1.C=O.[C:46]([BH3-])#N.[Na+]. The catalyst is ClC(Cl)C. The product is [NH2:1][C:2]1[N:10]=[CH:9][N:8]=[C:7]2[C:3]=1[N:4]=[CH:5][N:6]2[C@H:11]1[C@@H:18]2[O:17][C:16]([CH3:20])([CH3:19])[O:15][C@@H:14]2[C@@H:13]([CH2:21][N:22]([CH3:46])[CH2:23][CH2:24][C@H:25]([NH:33][C:34]([O:35][CH2:36][C:37]2[CH:38]=[CH:39][CH:40]=[CH:41][CH:42]=2)=[O:43])[C:26]([O:28][C:29]([CH3:32])([CH3:31])[CH3:30])=[O:27])[O:12]1. The yield is 0.500. (3) The reactants are [CH3:1][N:2]([C:6]1[CH:11]=[CH:10][C:9]([O:12][C:13]([F:16])([F:15])[F:14])=[CH:8][CH:7]=1)[C:3](Cl)=[O:4].C(N(CC)C(C)C)(C)C.[Cl:26][C:27]1[N:28]([CH2:35][C@:36]([OH:40])([CH3:39])[CH2:37][OH:38])[CH:29]=[C:30]([N+:32]([O-:34])=[O:33])[N:31]=1. The catalyst is CN(C)C1C=CN=CC=1.C1(C)C=CC=CC=1.C(OCC)(=O)C. The product is [CH3:1][N:2]([C:6]1[CH:7]=[CH:8][C:9]([O:12][C:13]([F:14])([F:15])[F:16])=[CH:10][CH:11]=1)[C:3](=[O:4])[O:38][CH2:37][C@@:36]([OH:40])([CH3:39])[CH2:35][N:28]1[CH:29]=[C:30]([N+:32]([O-:34])=[O:33])[N:31]=[C:27]1[Cl:26]. The yield is 0.650. (4) The reactants are [SH:1][CH2:2][C@H:3]([NH:7][CH2:8][C:9]1[CH:14]=[CH:13][C:12]([O:15][CH3:16])=[CH:11][CH:10]=1)[C:4]([OH:6])=[O:5].[BH4-].[Na+].[OH-].[Na+].COC1C=CC(C2NC(C(O)=O)CS2)=CC=1. The catalyst is C([O-])([O-])=O.[K+].[K+].C(O)(=O)C. The product is [SH:1][CH2:2][CH:3]([NH:7][CH2:8][C:9]1[CH:10]=[CH:11][C:12]([O:15][CH3:16])=[CH:13][CH:14]=1)[C:4]([OH:6])=[O:5]. The yield is 0.680. (5) The reactants are [CH2:1]([O:8][C:9]1[CH:14]=[CH:13][C:12](Br)=[CH:11][C:10]=1[CH:16]1[CH2:20][CH2:19][CH2:18][CH2:17]1)[C:2]1[CH:7]=[CH:6][CH:5]=[CH:4][CH:3]=1.[Li]CCCC.CN([CH:29]=[O:30])C.Cl. The catalyst is O1CCCC1. The product is [CH2:1]([O:8][C:9]1[CH:14]=[CH:13][C:12]([CH:29]=[O:30])=[CH:11][C:10]=1[CH:16]1[CH2:20][CH2:19][CH2:18][CH2:17]1)[C:2]1[CH:7]=[CH:6][CH:5]=[CH:4][CH:3]=1. The yield is 0.630. (6) The reactants are [Br:1][C:2]1[N:7]2[N:8]=[CH:9][N:10]=[C:6]2[C:5](Br)=[N:4][CH:3]=1.[C:12]([SiH2:16][O:17][C:18]([CH3:33])([CH3:32])[C:19]1[CH:20]=[C:21]([NH2:31])[CH:22]=[CH:23][C:24]=1[N:25]1[CH2:30][CH2:29][O:28][CH2:27][CH2:26]1)([CH3:15])([CH3:14])[CH3:13].C(N(C(C)C)C(C)C)C. The catalyst is CC(O)C. The product is [Br:1][C:2]1[N:7]2[N:8]=[CH:9][N:10]=[C:6]2[C:5]([NH:31][C:21]2[CH:22]=[CH:23][C:24]([N:25]3[CH2:26][CH2:27][O:28][CH2:29][CH2:30]3)=[C:19]([C:18]([CH3:33])([CH3:32])[O:17][SiH2:16][C:12]([CH3:15])([CH3:14])[CH3:13])[CH:20]=2)=[N:4][CH:3]=1. The yield is 0.460. (7) The catalyst is C(Cl)(Cl)Cl. The yield is 0.220. The product is [C:1]1([C@@H:7]2[CH2:9][C@H:8]2[NH:10][CH2:11][CH2:12][CH:13]2[CH2:18][CH2:17][NH:16][CH2:15][CH2:14]2)[CH:2]=[CH:3][CH:4]=[CH:5][CH:6]=1. The reactants are [C:1]1([C@@H:7]2[CH2:9][C@H:8]2[NH:10][CH2:11][CH2:12][CH:13]2[CH2:18][CH2:17][N:16](C(OC(C)(C)C)=O)[CH2:15][CH2:14]2)[CH:6]=[CH:5][CH:4]=[CH:3][CH:2]=1.Cl.O1CCOCC1. (8) The reactants are Br[C:2]1[C:3]([F:23])=[C:4]([N:8]2[CH:13]=[C:12]([O:14][CH3:15])[C:11](=[O:16])[C:10]([C:17]([N:19]([O:21][CH3:22])[CH3:20])=[O:18])=[N:9]2)[CH:5]=[CH:6][CH:7]=1.[CH3:24][N:25]1[CH:29]=[C:28](B2OC(C)(C)C(C)(C)O2)[CH:27]=[N:26]1.C([O-])([O-])=O.[Na+].[Na+]. The catalyst is COCCOC.O.C1C=CC([P]([Pd]([P](C2C=CC=CC=2)(C2C=CC=CC=2)C2C=CC=CC=2)([P](C2C=CC=CC=2)(C2C=CC=CC=2)C2C=CC=CC=2)[P](C2C=CC=CC=2)(C2C=CC=CC=2)C2C=CC=CC=2)(C2C=CC=CC=2)C2C=CC=CC=2)=CC=1. The product is [F:23][C:3]1[C:2]([C:28]2[CH:27]=[N:26][N:25]([CH3:24])[CH:29]=2)=[CH:7][CH:6]=[CH:5][C:4]=1[N:8]1[CH:13]=[C:12]([O:14][CH3:15])[C:11](=[O:16])[C:10]([C:17]([N:19]([O:21][CH3:22])[CH3:20])=[O:18])=[N:9]1. The yield is 0.690.